From a dataset of Forward reaction prediction with 1.9M reactions from USPTO patents (1976-2016). Predict the product of the given reaction. (1) Given the reactants [CH2:1]([N:8]([CH2:23][C:24]1[CH:29]=[CH:28][CH:27]=[CH:26][CH:25]=1)[N:9]1[C:18](=[O:19])[C:17]2[C:12](=[CH:13][C:14]([F:21])=[C:15]([F:20])[CH:16]=2)[NH:11][C:10]1=[O:22])[C:2]1[CH:7]=[CH:6][CH:5]=[CH:4][CH:3]=1.[H-].[Na+].Br[CH2:33][CH:34]1[CH2:36][CH2:35]1, predict the reaction product. The product is: [CH2:23]([N:8]([CH2:1][C:2]1[CH:3]=[CH:4][CH:5]=[CH:6][CH:7]=1)[N:9]1[C:18](=[O:19])[C:17]2[C:12](=[CH:13][C:14]([F:21])=[C:15]([F:20])[CH:16]=2)[N:11]([CH2:33][CH:34]2[CH2:36][CH2:35]2)[C:10]1=[O:22])[C:24]1[CH:29]=[CH:28][CH:27]=[CH:26][CH:25]=1. (2) Given the reactants [CH2:1]([O:3][C:4](=[O:20])[CH2:5][N:6]=[C:7]([C:14]1[CH:19]=[CH:18][CH:17]=[CH:16][CH:15]=1)[C:8]1[CH:13]=[CH:12][CH:11]=[CH:10][CH:9]=1)[CH3:2].[F:21][CH:22]([F:32])[O:23][C:24]1[CH:25]=[C:26]([CH:29]=[CH:30][CH:31]=1)[CH2:27]Br.C(N=P1(N(CC)CC)N(C)CCCN1C)(C)(C)C, predict the reaction product. The product is: [CH2:1]([O:3][C:4](=[O:20])[CH:5]([N:6]=[C:7]([C:14]1[CH:19]=[CH:18][CH:17]=[CH:16][CH:15]=1)[C:8]1[CH:9]=[CH:10][CH:11]=[CH:12][CH:13]=1)[CH2:27][C:26]1[CH:29]=[CH:30][CH:31]=[C:24]([O:23][CH:22]([F:21])[F:32])[CH:25]=1)[CH3:2]. (3) Given the reactants [C:1]1([CH:7]([C:19]2[CH:24]=[CH:23][CH:22]=[CH:21][CH:20]=2)[CH2:8][N:9](C2C=CC=CC=2)[C:10](=[O:12])[O-])[CH:6]=[CH:5][CH:4]=[CH:3][CH:2]=1.[CH3:25][C:26]1[CH:27]=[C:28]([N:33]2[CH2:38][CH2:37][NH:36][CH2:35][CH2:34]2)[CH:29]=[C:30]([CH3:32])[CH:31]=1.C1CCN2C(=NCCC2)CC1, predict the reaction product. The product is: [C:19]1([CH:7]([C:1]2[CH:2]=[CH:3][CH:4]=[CH:5][CH:6]=2)[CH2:8][NH:9][C:10]([N:36]2[CH2:37][CH2:38][N:33]([C:28]3[CH:29]=[C:30]([CH3:32])[CH:31]=[C:26]([CH3:25])[CH:27]=3)[CH2:34][CH2:35]2)=[O:12])[CH:20]=[CH:21][CH:22]=[CH:23][CH:24]=1. (4) Given the reactants P(F)(F)(F)(F)F.N1(OC(N(C)C)=[N+](C)C)C2N=CC=CC=2N=N1.C(N(C(C)C)CC)(C)C.[OH:33][C:34]1[CH:42]=[C:41]([OH:43])[CH:40]=[CH:39][C:35]=1[C:36]([OH:38])=O.[CH3:44][C:45]1[CH:50]=[CH:49][CH:48]=[CH:47][C:46]=1[CH:51]1[CH2:55][CH2:54][CH2:53][NH:52]1.C([O-])(O)=O.[Na+], predict the reaction product. The product is: [CH3:44][C:45]1[CH:50]=[CH:49][CH:48]=[CH:47][C:46]=1[CH:51]1[CH2:55][CH2:54][CH2:53][N:52]1[C:36]([C:35]1[CH:39]=[CH:40][C:41]([OH:43])=[CH:42][C:34]=1[OH:33])=[O:38]. (5) The product is: [C:1]([O:4][C@H:5]1[C@@H:14]2[O:15][C:16]([CH3:18])([CH3:19])[O:17][C@@:13]32[C@H:8]([C@H:9]([C:21](=[O:23])[CH2:22][Br:44])[CH2:10][CH2:11][C@H:12]3[CH3:20])[CH:7]=[C:6]1[CH3:24])(=[O:3])[CH3:2]. Given the reactants [C:1]([O:4][C@H:5]1[C@@H:14]2[O:15][C:16]([CH3:19])([CH3:18])[O:17][C@:13]32[C@H:8]([C@H:9]([C:21](=[O:23])[CH3:22])[CH2:10][CH2:11][C@@H:12]3[CH3:20])[CH:7]=[C:6]1[CH3:24])(=[O:3])[CH3:2].C(N(CC)CC)C.C[Si](OS(C(F)(F)F)(=O)=O)(C)C.[Br:44]N1C(=O)CCC1=O, predict the reaction product.